Dataset: Full USPTO retrosynthesis dataset with 1.9M reactions from patents (1976-2016). Task: Predict the reactants needed to synthesize the given product. (1) Given the product [Br:1][C:2]1[CH:9]=[CH:8][C:5]([C:6]#[N:7])=[C:4]([CH2:10][O:19][C:16]2[CH:17]=[CH:18][C:13]([Cl:12])=[CH:14][C:15]=2[I:20])[CH:3]=1, predict the reactants needed to synthesize it. The reactants are: [Br:1][C:2]1[CH:9]=[CH:8][C:5]([C:6]#[N:7])=[C:4]([CH2:10]Br)[CH:3]=1.[Cl:12][C:13]1[CH:18]=[CH:17][C:16]([OH:19])=[C:15]([I:20])[CH:14]=1.[H-].[Na+]. (2) The reactants are: Cl[C:2]1[N:7]=[C:6]([N:8]([CH:18]2[CH2:20][CH2:19]2)CC2C=CC(OC)=CC=2)[C:5]2=[N:21][CH:22]=[C:23]([C:24]#[N:25])[N:4]2[N:3]=1.C(=O)([O-])[O-].[Cs+].[Cs+].CC1(C)C2C(=C(P(C3C=CC=CC=3)C3C=CC=CC=3)C=CC=2)OC2C(P(C3C=CC=CC=3)C3C=CC=CC=3)=CC=CC1=2.[NH2:74][C:75]1[C:76]([Cl:93])=[CH:77][C:78]([CH2:83][CH2:84][CH2:85][CH2:86][N:87]2[CH2:92][CH2:91][O:90][CH2:89][CH2:88]2)=[C:79]([CH:82]=1)[C:80]#[N:81]. Given the product [Cl:93][C:76]1[CH:77]=[C:78]([CH2:83][CH2:84][CH2:85][CH2:86][N:87]2[CH2:88][CH2:89][O:90][CH2:91][CH2:92]2)[C:79]([C:80]#[N:81])=[CH:82][C:75]=1[NH:74][C:2]1[N:7]=[C:6]([NH:8][CH:18]2[CH2:19][CH2:20]2)[C:5]2=[N:21][CH:22]=[C:23]([C:24]#[N:25])[N:4]2[N:3]=1, predict the reactants needed to synthesize it.